Dataset: Reaction yield outcomes from USPTO patents with 853,638 reactions. Task: Predict the reaction yield, written as a fraction of the theoretical maximum amount of product (1.0 means a 100% yield; for example, 0.34 means a 34% yield). (1) The reactants are [H-].[Na+].[CH:3]1([CH:9]([OH:14])[C:10]([F:13])([F:12])[F:11])[CH2:8][CH2:7][CH2:6][CH2:5][CH2:4]1.[NH2:15][C:16]1[N:21]=[C:20](Cl)[CH:19]=[C:18]([Cl:23])[N:17]=1.O. The catalyst is C1COCC1.C(OCC)(=O)C. The product is [Cl:23][C:18]1[CH:19]=[C:20]([O:14][CH:9]([CH:3]2[CH2:4][CH2:5][CH2:6][CH2:7][CH2:8]2)[C:10]([F:12])([F:13])[F:11])[N:21]=[C:16]([NH2:15])[N:17]=1. The yield is 0.650. (2) The reactants are N1(CC2[CH:13]=[CH:12][C:11](/[CH:14]=[CH:15]/[C:16]#[C:17][C:18]3[CH:26]=[CH:25][C:21]([C:22]([OH:24])=[O:23])=[CH:20][CH:19]=3)=[CH:10][CH:9]=2)CCOCC1.CC[N:29]([CH:33]([CH3:35])C)[CH:30]([CH3:32])[CH3:31].[CH:36]1(N)CC1. The catalyst is C(Cl)Cl. The product is [CH3:36][O:24][C:22](=[O:23])[C:21]1[CH:25]=[CH:26][C:18]([C:17]#[C:16]/[CH:15]=[CH:14]/[C:11]2[CH:12]=[CH:13][C:35]([CH2:33][NH:29][CH:30]3[CH2:31][CH2:32]3)=[CH:9][CH:10]=2)=[CH:19][CH:20]=1. The yield is 1.00.